From a dataset of KCNQ2 potassium channel screen with 302,405 compounds. Binary Classification. Given a drug SMILES string, predict its activity (active/inactive) in a high-throughput screening assay against a specified biological target. (1) The compound is O=C(NCCN(CC)CC)c1c(cccc1)C(=O)c1[nH]ccn1. The result is 0 (inactive). (2) The compound is O=C(N1CCN(CC1)C(OCC)=O)CNC1CCCCCCC1. The result is 0 (inactive).